Dataset: Catalyst prediction with 721,799 reactions and 888 catalyst types from USPTO. Task: Predict which catalyst facilitates the given reaction. (1) Reactant: F[C:2]1[CH:3]=[C:4]([CH:7]=[C:8]([N:10]2[CH2:16][CH2:15][CH2:14][C:13]3[N:17]=[C:18]([C:20]4[CH:25]=[CH:24][CH:23]=[CH:22][N:21]=4)[O:19][C:12]=3[CH2:11]2)[CH:9]=1)[C:5]#[N:6].BrC1C=C(C=CC=1)C#N.C(Cl)Cl. Product: [N:21]1[CH:22]=[CH:23][CH:24]=[CH:25][C:20]=1[C:18]1[O:19][C:12]2[CH2:11][N:10]([C:8]3[CH:7]=[C:4]([CH:3]=[CH:2][CH:9]=3)[C:5]#[N:6])[CH2:16][CH2:15][CH2:14][C:13]=2[N:17]=1. The catalyst class is: 5. (2) Reactant: [CH:1]1([C:4]2[CH:5]=[C:6]([CH3:31])[C:7]([N:10]3[CH2:15][CH2:14][N:13]([C:16]([C:18]4[C:19]([CH3:30])=[CH:20][C:21]([N:24]5[CH2:28][CH2:27][CH2:26][C:25]5=[O:29])=[N:22][CH:23]=4)=[O:17])[CH2:12][CH2:11]3)=[N:8][CH:9]=2)[CH2:3][CH2:2]1.[ClH:32].C(OCC)C. Product: [ClH:32].[ClH:32].[CH:1]1([C:4]2[CH:5]=[C:6]([CH3:31])[C:7]([N:10]3[CH2:11][CH2:12][N:13]([C:16]([C:18]4[C:19]([CH3:30])=[CH:20][C:21]([N:24]5[CH2:28][CH2:27][CH2:26][C:25]5=[O:29])=[N:22][CH:23]=4)=[O:17])[CH2:14][CH2:15]3)=[N:8][CH:9]=2)[CH2:2][CH2:3]1. The catalyst class is: 4. (3) Reactant: Br[C:2]1[S:23][C:5]2[C:6](=[O:22])[NH:7][C:8]([C:18]([O:20][CH3:21])=[O:19])=[C:9]([C:10]3[CH:15]=[CH:14][C:13]([Cl:16])=[C:12]([Cl:17])[CH:11]=3)[C:4]=2[CH:3]=1.[NH:24]1[CH2:29][CH2:28][O:27][CH2:26][CH2:25]1.C1(P(C2C=CC=CC=2)C2C3OC4C(=CC=CC=4P(C4C=CC=CC=4)C4C=CC=CC=4)C(C)(C)C=3C=CC=2)C=CC=CC=1.C(=O)([O-])[O-].[Cs+].[Cs+].O1CCOCC1. Product: [Cl:17][C:12]1[CH:11]=[C:10]([C:9]2[C:4]3[CH:3]=[C:2]([N:24]4[CH2:29][CH2:28][O:27][CH2:26][CH2:25]4)[S:23][C:5]=3[C:6](=[O:22])[NH:7][C:8]=2[C:18]([O:20][CH3:21])=[O:19])[CH:15]=[CH:14][C:13]=1[Cl:16]. The catalyst class is: 110. (4) Reactant: [O:1]=[C:2]1[CH:7]([C:8]2[CH:13]=[CH:12][CH:11]=[CH:10][CH:9]=2)[CH2:6][CH2:5][CH2:4][N:3]1[CH2:14][C:15]([OH:17])=O.C(Cl)(=O)C(Cl)=O.[Cl:24][C:25]1[CH:26]=[CH:27][C:28]([NH2:31])=[N:29][CH:30]=1.CN1CCOCC1. Product: [Cl:24][C:25]1[CH:26]=[CH:27][C:28]([NH:31][C:15](=[O:17])[CH2:14][N:3]2[CH2:4][CH2:5][CH2:6][CH:7]([C:8]3[CH:9]=[CH:10][CH:11]=[CH:12][CH:13]=3)[C:2]2=[O:1])=[N:29][CH:30]=1. The catalyst class is: 120.